The task is: Binary Classification. Given a drug SMILES string, predict its activity (active/inactive) in a high-throughput screening assay against a specified biological target.. This data is from HIV replication inhibition screening data with 41,000+ compounds from the AIDS Antiviral Screen. (1) The molecule is O=C(C=Cc1c(O)ccc2ccccc12)c1ccc([N+](=O)[O-])cc1. The result is 0 (inactive). (2) The compound is COc1ccc2c(c1)c[n+](C)c1c3cc(OC)c(OC)cc3ccc21.[I-]. The result is 0 (inactive). (3) The result is 0 (inactive). The compound is Br.CN(C)CCSc1nccc(-c2ccc(-c3ccnc(SCCN(C)C)n3)s2)n1. (4) The compound is Cc1c(CN2CCCC2)c(O)c2c(=O)c3c(O)c(CN4CCCC4)c(O)c4c5c(O)c(CN6CCCC6)c(O)c6c(=O)c7c(O)c(CN8CCCC8)c(C)c8c1c2c(c34)c(c78)c65. The result is 0 (inactive).